This data is from Reaction yield outcomes from USPTO patents with 853,638 reactions. The task is: Predict the reaction yield, written as a fraction of the theoretical maximum amount of product (1.0 means a 100% yield; for example, 0.34 means a 34% yield). The reactants are [N:1]1[C:10]2[C:5](=[CH:6][N:7]=[CH:8][CH:9]=2)[CH:4]=[CH:3][C:2]=1[NH:11]C(=O)OC(C)(C)C. The catalyst is C(O)(C(F)(F)F)=O.C(Cl)Cl. The product is [N:1]1[C:10]2[C:5](=[CH:6][N:7]=[CH:8][CH:9]=2)[CH:4]=[CH:3][C:2]=1[NH2:11]. The yield is 0.990.